From a dataset of Forward reaction prediction with 1.9M reactions from USPTO patents (1976-2016). Predict the product of the given reaction. (1) The product is: [Cl:15][C:13]1[CH:14]=[C:9]([CH2:8][CH2:7][C:6]([OH:38])=[O:5])[CH:10]=[C:11]([Cl:37])[C:12]=1[C:16]1[NH:20][C:19]2[CH:21]=[C:22]([C:25]3[O:26][C:27]([C:30]4[CH:31]=[CH:32][C:33]([Cl:36])=[CH:34][CH:35]=4)=[N:28][N:29]=3)[CH:23]=[CH:24][C:18]=2[N:17]=1. Given the reactants C([O:5][C:6](=[O:38])[CH2:7][CH2:8][C:9]1[CH:14]=[C:13]([Cl:15])[C:12]([C:16]2[NH:20][C:19]3[CH:21]=[C:22]([C:25]4[O:26][C:27]([C:30]5[CH:35]=[CH:34][C:33]([Cl:36])=[CH:32][CH:31]=5)=[N:28][N:29]=4)[CH:23]=[CH:24][C:18]=3[N:17]=2)=[C:11]([Cl:37])[CH:10]=1)(C)(C)C.Cl, predict the reaction product. (2) Given the reactants Br.BrC[C:4]1[N:5]=[C:6]2[C:11](=[N:12][CH:13]=1)[N:10]=[C:9]([NH2:14])[N:8]=[C:7]2[NH2:15].[CH3:16][O:17][C:18]1[CH:19]=[C:20]([CH:23]=[CH:24][C:25]=1[O:26][CH3:27])[CH2:21][NH2:22].C(=O)(O)[O-], predict the reaction product. The product is: [CH3:16][O:17][C:18]1[CH:19]=[C:20]([CH:23]=[CH:24][C:25]=1[O:26][CH3:27])[CH2:21][NH:22][C:4]1[N:5]=[C:6]2[C:11](=[N:12][CH:13]=1)[N:10]=[C:9]([NH2:14])[N:8]=[C:7]2[NH2:15]. (3) Given the reactants [CH3:1][O:2][C:3]1[CH:4]=[C:5]2[C:9](=[CH:10][CH:11]=1)[NH:8][C:7]([CH3:12])=[CH:6]2.[H-].[Na+].Br[CH2:16][CH2:17][C:18]([O:20]CC)=[O:19], predict the reaction product. The product is: [CH3:1][O:2][C:3]1[CH:4]=[C:5]2[C:9](=[CH:10][CH:11]=1)[NH:8][C:7]([CH3:12])=[C:6]2[CH2:16][CH2:17][C:18]([OH:20])=[O:19]. (4) Given the reactants [C:1]([N:3]=[C:4](OC1C=CC=CC=1)[NH:5][C:6]1[CH:7]=[CH:8][C:9]2[CH2:15][CH2:14][CH:13]([N:16]3[CH2:20][CH2:19][CH2:18][CH2:17]3)[CH2:12][CH2:11][C:10]=2[CH:21]=1)#[N:2].[NH:29]([C:31]1[N:36]=[N:35][C:34]2[C:37]3[CH:45]=[CH:44][CH:43]=[CH:42][C:38]=3[CH2:39][CH2:40][CH2:41][C:33]=2[CH:32]=1)[NH2:30], predict the reaction product. The product is: [N:35]1[C:34]2[C:37]3[CH:45]=[CH:44][CH:43]=[CH:42][C:38]=3[CH2:39][CH2:40][CH2:41][C:33]=2[CH:32]=[C:31]([N:29]2[C:1]([NH2:2])=[N:3][C:4]([NH:5][C:6]3[CH:7]=[CH:8][C:9]4[CH2:15][CH2:14][C@@H:13]([N:16]5[CH2:17][CH2:18][CH2:19][CH2:20]5)[CH2:12][CH2:11][C:10]=4[CH:21]=3)=[N:30]2)[N:36]=1. (5) The product is: [NH2:10][CH:11]([C:14]1([CH3:31])[CH2:19][CH2:18][CH:17]([NH:20][C:21]2[CH:22]=[C:23]3[C:28](=[CH:29][CH:30]=2)[CH:27]=[N:26][CH:25]=[CH:24]3)[CH2:16][CH2:15]1)[CH2:12][CH3:13]. Given the reactants C(OC(=O)[NH:10][CH:11]([C:14]1([CH3:31])[CH2:19][CH2:18][CH:17]([NH:20][C:21]2[CH:22]=[C:23]3[C:28](=[CH:29][CH:30]=2)[CH:27]=[N:26][CH:25]=[CH:24]3)[CH2:16][CH2:15]1)[CH2:12][CH3:13])C1C=CC=CC=1, predict the reaction product. (6) Given the reactants [F:1][CH:2]([F:28])[C:3]1[C:8]([CH2:9][NH:10]C(=O)OC(C)(C)C)=[CH:7][C:6]([C:18]2[CH:19]=[N:20][C:21]([C:24]([F:27])([F:26])[F:25])=[N:22][CH:23]=2)=[CH:5][N:4]=1.Cl, predict the reaction product. The product is: [F:28][CH:2]([F:1])[C:3]1[C:8]([CH2:9][NH2:10])=[CH:7][C:6]([C:18]2[CH:19]=[N:20][C:21]([C:24]([F:27])([F:26])[F:25])=[N:22][CH:23]=2)=[CH:5][N:4]=1.